This data is from Forward reaction prediction with 1.9M reactions from USPTO patents (1976-2016). The task is: Predict the product of the given reaction. (1) Given the reactants [CH2:1]([O:8][C:9](=[O:16])[C@@H:10]([NH:13][CH2:14][CH3:15])[CH2:11][CH3:12])[C:2]1[CH:7]=[CH:6][CH:5]=[CH:4][CH:3]=1.[C:17]([O:21][C:22](=[O:25])[CH2:23]Br)([CH3:20])([CH3:19])[CH3:18].C(=O)([O-])[O-].[K+].[K+].[I-].[Na+], predict the reaction product. The product is: [CH2:1]([O:8][C:9](=[O:16])[C@@H:10]([N:13]([CH2:23][C:22]([O:21][C:17]([CH3:20])([CH3:19])[CH3:18])=[O:25])[CH2:14][CH3:15])[CH2:11][CH3:12])[C:2]1[CH:7]=[CH:6][CH:5]=[CH:4][CH:3]=1. (2) Given the reactants Br[CH2:2][CH2:3][CH2:4][CH2:5][CH2:6][CH2:7][CH2:8][CH2:9][O:10][C:11]1[CH:16]=[CH:15][C:14]([C:17]([CH3:20])([CH3:19])[CH3:18])=[CH:13][CH:12]=1.[I-:21].[Na+].C(OCCCCCCCCCCN)CCCCC, predict the reaction product. The product is: [C:17]([C:14]1[CH:15]=[CH:16][C:11]([O:10][CH2:9][CH2:8][CH2:7][CH2:6][CH2:5][CH2:4][CH2:3][CH2:2][I:21])=[CH:12][CH:13]=1)([CH3:20])([CH3:19])[CH3:18]. (3) The product is: [C:1]([O:5][C@@H:6]([C:12]1[C:36]([CH3:37])=[CH:35][C:15]2[N:16]=[C:17]([C:19]3[CH:24]=[CH:23][N:22]=[C:21]([C:25]4[CH:26]=[C:27]5[CH:33]=[C:32]([CH3:34])[N:31]([CH3:45])[C:28]5=[N:29][CH:30]=4)[CH:20]=3)[S:18][C:14]=2[C:13]=1[C:38]1[CH:39]=[CH:40][C:41]([Cl:44])=[CH:42][CH:43]=1)[C:7]([O:9][CH2:10][CH3:11])=[O:8])([CH3:2])([CH3:3])[CH3:4]. Given the reactants [C:1]([O:5][C@@H:6]([C:12]1[C:36]([CH3:37])=[CH:35][C:15]2[N:16]=[C:17]([C:19]3[CH:24]=[CH:23][N:22]=[C:21]([C:25]4[CH:26]=[C:27]5[CH:33]=[C:32]([CH3:34])[NH:31][C:28]5=[N:29][CH:30]=4)[CH:20]=3)[S:18][C:14]=2[C:13]=1[C:38]1[CH:43]=[CH:42][C:41]([Cl:44])=[CH:40][CH:39]=1)[C:7]([O:9][CH2:10][CH3:11])=[O:8])([CH3:4])([CH3:3])[CH3:2].[C:45](=O)([O-])[O-].[Cs+].[Cs+].IC, predict the reaction product. (4) Given the reactants [C:1]([C:4]1[CH:5]=[C:6]([C:10]2[N:11]=[CH:12][N:13]([C:15]([N:17]([CH:19]3[CH2:24][CH2:23][N:22]([CH2:25][C:26]4[CH:31]=[CH:30][CH:29]=[CH:28][C:27]=4[OH:32])[CH2:21][CH2:20]3)[CH3:18])=[O:16])[CH:14]=2)[CH:7]=[CH:8][CH:9]=1)(=[O:3])[NH2:2].[ClH:33].C(OCC)C, predict the reaction product. The product is: [ClH:33].[C:1]([C:4]1[CH:5]=[C:6]([C:10]2[N:11]=[CH:12][N:13]([C:15]([N:17]([CH:19]3[CH2:20][CH2:21][N:22]([CH2:25][C:26]4[CH:31]=[CH:30][CH:29]=[CH:28][C:27]=4[OH:32])[CH2:23][CH2:24]3)[CH3:18])=[O:16])[CH:14]=2)[CH:7]=[CH:8][CH:9]=1)(=[O:3])[NH2:2]. (5) The product is: [F:13][C:10]1[CH:11]=[CH:12][C:7]([C:24]2([OH:26])[CH2:23][CH2:22][N:21]([C:27]([O:29][C:30]([CH3:32])([CH3:31])[CH3:33])=[O:28])[CH:20]([CH3:19])[CH2:25]2)=[CH:8][CH:9]=1. Given the reactants O1CCCC1.Br[C:7]1[CH:12]=[CH:11][C:10]([F:13])=[CH:9][CH:8]=1.C([Li])CCC.[CH3:19][CH:20]1[CH2:25][C:24](=[O:26])[CH2:23][CH2:22][N:21]1[C:27]([O:29][C:30]([CH3:33])([CH3:32])[CH3:31])=[O:28], predict the reaction product.